This data is from Full USPTO retrosynthesis dataset with 1.9M reactions from patents (1976-2016). The task is: Predict the reactants needed to synthesize the given product. (1) Given the product [Br:1][C:2]1[CH:10]=[C:9]([CH:8]=[CH:7][C:3]=1[CH2:4][OH:5])[C:11]([OH:13])=[O:12], predict the reactants needed to synthesize it. The reactants are: [Br:1][C:2]1[CH:10]=[C:9]([C:11]([OH:13])=[O:12])[CH:8]=[CH:7][C:3]=1[C:4](O)=[O:5].COC(=O)C1C=CC(C(OC)=O)=CC=1Br.BrC1C=C(C=O)C=CC=1C=O. (2) Given the product [C:61]1([C:67](=[N:68][C:44]2[C:45]([O:59][CH3:60])=[CH:46][C:47]([N:50]([CH3:58])[C:51](=[O:57])[O:52][C:53]([CH3:56])([CH3:55])[CH3:54])=[N:48][CH:49]=2)[C:69]2[CH:70]=[CH:71][CH:72]=[CH:73][CH:74]=2)[CH:66]=[CH:65][CH:64]=[CH:63][CH:62]=1, predict the reactants needed to synthesize it. The reactants are: CC1(C)C2C(=C(P(C3C=CC=CC=3)C3C=CC=CC=3)C=CC=2)OC2C(P(C3C=CC=CC=3)C3C=CC=CC=3)=CC=CC1=2.I[C:44]1[C:45]([O:59][CH3:60])=[CH:46][C:47]([N:50]([CH3:58])[C:51](=[O:57])[O:52][C:53]([CH3:56])([CH3:55])[CH3:54])=[N:48][CH:49]=1.[C:61]1([C:67]([C:69]2[CH:74]=[CH:73][CH:72]=[CH:71][CH:70]=2)=[NH:68])[CH:66]=[CH:65][CH:64]=[CH:63][CH:62]=1.C([O-])([O-])=O.[Cs+].[Cs+]. (3) Given the product [Cl:1][C:2]1[NH:3][C:4]2[N:5]([N:9]=[C:10]([CH3:18])[C:11]=2[C:12]2[CH:17]=[CH:16][CH:15]=[CH:14][CH:13]=2)[C:6](=[O:20])[CH:7]=1, predict the reactants needed to synthesize it. The reactants are: [Cl:1][C:2]1[CH:7]=[C:6](Cl)[N:5]2[N:9]=[C:10]([CH3:18])[C:11]([C:12]3[CH:17]=[CH:16][CH:15]=[CH:14][CH:13]=3)=[C:4]2[N:3]=1.Cl.[OH-:20].[Na+]. (4) The reactants are: [N+:1]([C:4]1[CH:5]=[C:6]([CH:10]=[CH:11][C:12]=1[NH:13][CH2:14][CH2:15][CH3:16])[C:7]([OH:9])=[O:8])([O-])=O.[H][H]. Given the product [NH2:1][C:4]1[CH:5]=[C:6]([CH:10]=[CH:11][C:12]=1[NH:13][CH2:14][CH2:15][CH3:16])[C:7]([OH:9])=[O:8], predict the reactants needed to synthesize it.